From a dataset of Reaction yield outcomes from USPTO patents with 853,638 reactions. Predict the reaction yield, written as a fraction of the theoretical maximum amount of product (1.0 means a 100% yield; for example, 0.34 means a 34% yield). (1) The reactants are C([O:5][C:6](=O)[NH:7][CH:8]([C:13]([N:15]1[CH2:19][CH2:18][CH2:17][CH:16]1[C:20](=[O:36])[NH:21][CH:22]1[CH2:26][C:25](=[O:27])[O:24][CH:23]1[O:28][CH2:29][C:30]1[CH:35]=[CH:34][CH:33]=[CH:32][CH:31]=1)=[O:14])[C:9]([CH3:12])([CH3:11])[CH3:10])(C)(C)C.C(O)(C(F)(F)F)=O.CCN(C(C)C)C(C)C.[NH2:54][C:55]1[CH:63]=[CH:62][C:58](C(O)=O)=[CH:57][C:56]=1[Cl:64].C1C=CC2N(O)N=NC=2C=1.C(Cl)CCl. The catalyst is C(Cl)Cl. The product is [CH2:29]([O:28][CH:23]1[CH:22]([NH:21][C:20]([CH:16]2[CH2:17][CH2:18][CH2:19][N:15]2[C:13](=[O:14])[CH:8]([NH:7][C:6](=[O:5])[C:58]2[CH:62]=[CH:63][C:55]([NH2:54])=[C:56]([Cl:64])[CH:57]=2)[C:9]([CH3:12])([CH3:10])[CH3:11])=[O:36])[CH2:26][C:25](=[O:27])[O:24]1)[C:30]1[CH:31]=[CH:32][CH:33]=[CH:34][CH:35]=1. The yield is 0.570. (2) The reactants are [Cl:1][C:2]1[CH:3]=[C:4]([CH:8]=[C:9]([O:12][CH3:13])[C:10]=1[OH:11])[C:5]([OH:7])=[O:6].[CH3:14]O. The yield is 0.980. The product is [Cl:1][C:2]1[CH:3]=[C:4]([CH:8]=[C:9]([O:12][CH3:13])[C:10]=1[OH:11])[C:5]([O:7][CH3:14])=[O:6]. No catalyst specified. (3) The reactants are [C:1]([NH:9][NH:10][C:11](=[O:45])[CH2:12][CH2:13][C:14]1[CH:19]=[CH:18][C:17]([CH:20]2[CH2:25][CH2:24][N:23]([C:26]([O:28][C:29]([CH3:32])([CH3:31])[CH3:30])=[O:27])[CH2:22][CH:21]2[O:33][CH2:34][C:35]2[CH:44]=[CH:43][C:42]3[C:37](=[CH:38][CH:39]=[CH:40][CH:41]=3)[CH:36]=2)=[CH:16][CH:15]=1)(=O)[C:2]1[CH:7]=[CH:6][CH:5]=[CH:4][CH:3]=1.[F-].C([N+](CCCC)(CCCC)CCCC)CCC.C(Cl)Cl.O. The catalyst is C[Si](C)(C)N[Si](C)(C)C.O1CCCC1. The product is [CH:36]1[C:37]2[C:42](=[CH:41][CH:40]=[CH:39][CH:38]=2)[CH:43]=[CH:44][C:35]=1[CH2:34][O:33][CH:21]1[CH:20]([C:17]2[CH:16]=[CH:15][C:14]([CH2:13][CH2:12][C:11]3[O:45][C:1]([C:2]4[CH:3]=[CH:4][CH:5]=[CH:6][CH:7]=4)=[N:9][N:10]=3)=[CH:19][CH:18]=2)[CH2:25][CH2:24][N:23]([C:26]([O:28][C:29]([CH3:31])([CH3:30])[CH3:32])=[O:27])[CH2:22]1. The yield is 0.680.